Dataset: Forward reaction prediction with 1.9M reactions from USPTO patents (1976-2016). Task: Predict the product of the given reaction. (1) Given the reactants [O:1]1[CH2:6][CH2:5][CH:4]=[C:3]([CH:7]=O)[CH2:2]1.[C:9]([CH:14]=P(C1C=CC=CC=1)(C1C=CC=CC=1)C1C=CC=CC=1)([O:11][CH2:12][CH3:13])=[O:10], predict the reaction product. The product is: [O:1]1[CH2:6][CH2:5][CH:4]=[C:3](/[CH:7]=[CH:14]/[C:9]([O:11][CH2:12][CH3:13])=[O:10])[CH2:2]1. (2) Given the reactants [OH:1][C:2]1[CH:7]=[C:6]([OH:8])[CH:5]=[CH:4][C:3]=1[C:9](=[O:11])[CH3:10].[CH2:12](Br)/[CH:13]=[C:14](/[CH2:16][CH2:17][CH:18]=[C:19]([CH3:21])[CH3:20])\[CH3:15], predict the reaction product. The product is: [OH:1][C:2]1[C:7]([CH2:12]/[CH:13]=[C:14](/[CH2:16][CH2:17][CH:18]=[C:19]([CH3:21])[CH3:20])\[CH3:15])=[C:6]([OH:8])[CH:5]=[CH:4][C:3]=1[C:9](=[O:11])[CH3:10]. (3) Given the reactants [CH2:1]([O:3][C:4]([CH2:6][N:7]1[CH2:12][CH2:11][NH:10][CH2:9][CH2:8]1)=[O:5])[CH3:2].[CH3:13][S:14](Cl)(=[O:16])=[O:15], predict the reaction product. The product is: [CH2:1]([O:3][C:4](=[O:5])[CH2:6][N:7]1[CH2:8][CH2:9][N:10]([S:14]([CH3:13])(=[O:16])=[O:15])[CH2:11][CH2:12]1)[CH3:2]. (4) Given the reactants [N:1]1([CH2:10][CH2:11][NH:12][C:13](=[O:23])/[CH:14]=[CH:15]/[C:16]2[CH:21]=[CH:20][CH:19]=[CH:18][C:17]=2F)[C:5]2C=CC=C[C:4]=2[N:3]=[CH:2]1.[CH2:24]([O:26][C:27](C1C=CC=CC=1/C=C/C(O)=O)=[O:28])[CH3:25].NCCN1C=CN=C1.CCN=C=NCCCN(C)C.Cl, predict the reaction product. The product is: [CH2:24]([O:26][C:27]([C:17]1[CH:18]=[CH:19][CH:20]=[CH:21][C:16]=1/[CH:15]=[CH:14]/[C:13]([NH:12][CH2:11][CH2:10][N:1]1[CH:5]=[CH:4][N:3]=[CH:2]1)=[O:23])=[O:28])[CH3:25].